This data is from Retrosynthesis with 50K atom-mapped reactions and 10 reaction types from USPTO. The task is: Predict the reactants needed to synthesize the given product. (1) Given the product C=CCC1C(=O)C=CC1(C)OC(C)=O, predict the reactants needed to synthesize it. The reactants are: C=CCC1C(=O)C=CC1(C)O.CC(=O)Cl. (2) Given the product CCOc1cc(C(=O)NCCCOc2ccc(C(C)(C)CC)cc2C(C)(C)CC)c(O)c2ccccc12, predict the reactants needed to synthesize it. The reactants are: CCC(C)(C)c1ccc(OCCCN)c(C(C)(C)CC)c1.CCOc1cc(C(=O)O)c(O)c2ccccc12. (3) Given the product CCCc1nc(CC)c(-c2ccc3c(c2)CCO3)c(=O)n1Cc1ccc(-c2ccccc2C#N)cc1, predict the reactants needed to synthesize it. The reactants are: CCCc1nc(CC)c(Br)c(=O)n1Cc1ccc(-c2ccccc2C#N)cc1.OB(O)c1ccc2c(c1)CCO2. (4) Given the product CCCCn1nc(C(N)=O)cc1CC, predict the reactants needed to synthesize it. The reactants are: CCCCn1nc(C(=O)OCC)cc1CC.[NH4+]. (5) Given the product O=C1N(CCCCN2CCN(c3cn(-c4ccc(F)cc4)c4ccccc34)CC2)CSC12CCCCC2, predict the reactants needed to synthesize it. The reactants are: Fc1ccc(-n2cc(N3CCNCC3)c3ccccc32)cc1.O=C1N(CCCCBr)CSC12CCCCC2. (6) Given the product OCCSCCc1ccncc1, predict the reactants needed to synthesize it. The reactants are: ClCCc1ccncc1.OCCS.